This data is from Cav3 T-type calcium channel HTS with 100,875 compounds. The task is: Binary Classification. Given a drug SMILES string, predict its activity (active/inactive) in a high-throughput screening assay against a specified biological target. (1) The compound is O(CCC)C(=O)c1cc(NC(=O)c2cccnc2)ccc1. The result is 0 (inactive). (2) The result is 0 (inactive). The drug is s1c(nnc1N)CCC(C(OCC)=O)C(OCC)=O. (3) The compound is O\N=C1\C(C(NC(C1C)c1ccc(cc1)C)c1ccc(cc1)C)C. The result is 0 (inactive). (4) The molecule is O=C(NCCn1c2c(cc1)cccc2)c1ccc(OC)cc1. The result is 0 (inactive). (5) The compound is O(C(C)(C)C)C(=O)C(NC(=O)c1[nH]cnc1C(=O)NC(c1ccccc1)C)CC(C)C. The result is 0 (inactive).